Dataset: Forward reaction prediction with 1.9M reactions from USPTO patents (1976-2016). Task: Predict the product of the given reaction. (1) The product is: [CH3:58][O:59][C:60]([NH:62][C@H:63]([C:67]1[CH:72]=[CH:71][CH:70]=[CH:69][CH:68]=1)[C:64]([N:40]1[CH2:41][CH2:42][CH2:43][C@H:39]1[C:37]1[NH:36][C:35]2[C:51]3[C:31]([CH2:32][CH2:33][C:34]=2[N:38]=1)=[CH:30][C:29]([C:24]1[CH:25]=[C:26]2[C:21](=[CH:22][CH:23]=1)[CH:20]=[C:19]([C:16]1[NH:15][C:14]([C@@H:10]4[CH2:11][CH2:12][CH2:13][N:9]4[C:7](=[O:8])[C@@H:6]([NH:5][C:3](=[O:4])[O:2][CH3:1])[CH:54]([CH3:56])[CH3:55])=[N:18][CH:17]=1)[CH:28]=[CH:27]2)=[CH:53][CH:52]=3)=[O:66])=[O:61]. Given the reactants [CH3:1][O:2][C:3]([NH:5][C@@H:6]([CH:54]([CH3:56])[CH3:55])[C:7]([N:9]1[CH2:13][CH2:12][CH2:11][C@H:10]1[C:14]1[NH:15][C:16]([C:19]2[CH:20]=[C:21]3[C:26](=[CH:27][CH:28]=2)[CH:25]=[C:24]([C:29]2[CH:30]=[C:31]4[C:51](=[CH:52][CH:53]=2)[C:35]2[NH:36][C:37]([C@@H:39]5[CH2:43][CH2:42][CH2:41][N:40]5C(OC(C)(C)C)=O)=[N:38][C:34]=2[CH2:33][CH2:32]4)[CH:23]=[CH:22]3)=[CH:17][N:18]=1)=[O:8])=[O:4].Cl.[CH3:58][O:59][C:60]([NH:62][C@H:63]([C:67]1[CH:72]=[CH:71][CH:70]=[CH:69][CH:68]=1)[C:64]([OH:66])=O)=[O:61].CCOC(C(C#N)=NOC(N1CCOCC1)=[N+](C)C)=O.F[P-](F)(F)(F)(F)F.CCN(C(C)C)C(C)C, predict the reaction product. (2) Given the reactants Cl.[CH3:2][O:3][C:4]1[CH:5]=[C:6]([CH:9]=[CH:10][C:11]=1[OH:12])[CH2:7][NH2:8].[CH:13]1[N:18]=[C:17](Cl)[C:16]2[N:20]=[CH:21][N:22]([C@@H:23]3[O:27][C@H:26]([CH2:28][OH:29])[C@@H:25]([OH:30])[C@H:24]3[OH:31])[C:15]=2[N:14]=1.C(N(CC)C(C)C)(C)C, predict the reaction product. The product is: [CH3:2][O:3][C:4]1[CH:5]=[C:6]([CH:9]=[CH:10][C:11]=1[OH:12])[CH2:7][NH:8][C:17]1[C:16]2[N:20]=[CH:21][N:22]([C:15]=2[N:14]=[CH:13][N:18]=1)[C@@H:23]1[O:27][C@H:26]([CH2:28][OH:29])[C@@H:25]([OH:30])[C@H:24]1[OH:31]. (3) Given the reactants [Cl:1][C:2]1[CH:7]=[CH:6][CH:5]=[CH:4][C:3]=1[C:8]1[CH:13]=[CH:12][C:11]([CH:14]=O)=[CH:10][CH:9]=1.[C@@H:16]1([NH2:26])[C:25]2[C:20](=[CH:21][CH:22]=[CH:23][CH:24]=2)[CH2:19][CH2:18][CH2:17]1, predict the reaction product. The product is: [Cl:1][C:2]1[CH:7]=[CH:6][CH:5]=[CH:4][C:3]=1[C:8]1[CH:13]=[CH:12][C:11]([CH2:14][NH:26][C@@H:16]2[C:25]3[C:20](=[CH:21][CH:22]=[CH:23][CH:24]=3)[CH2:19][CH2:18][CH2:17]2)=[CH:10][CH:9]=1. (4) The product is: [Br:19][C:5]1[S:1][C:2]([C:6]2[CH:11]=[C:10]([C:12]([N:14]3[CH2:15][CH2:16][CH2:17][CH2:18]3)=[O:13])[CH:9]=[CH:8][N:7]=2)=[CH:3][CH:4]=1. Given the reactants [S:1]1[CH:5]=[CH:4][CH:3]=[C:2]1[C:6]1[CH:11]=[C:10]([C:12]([N:14]2[CH2:18][CH2:17][CH2:16][CH2:15]2)=[O:13])[CH:9]=[CH:8][N:7]=1.[Br:19]N1C(=O)CCC1=O, predict the reaction product. (5) Given the reactants [OH:1][CH2:2][C@@H:3]1[CH2:7][CH2:6][CH2:5][N:4]1[C:8]([C:10]1[CH:15]=[CH:14][CH:13]=[CH:12][N:11]=1)=[O:9].[OH:16][C:17]1[CH:24]=[CH:23][CH:22]=[C:21](O)[C:18]=1[CH:19]=[O:20].C1C=CC(P(C2C=CC=CC=2)C2C=CC=CC=2)=CC=1.CC(OC(/N=N/C(OC(C)C)=O)=O)C, predict the reaction product. The product is: [OH:16][C:17]1[CH:24]=[CH:23][CH:22]=[C:21]([O:1][CH2:2][C@@H:3]2[CH2:7][CH2:6][CH2:5][N:4]2[C:8](=[O:9])[C:10]2[CH:15]=[CH:14][CH:13]=[CH:12][N:11]=2)[C:18]=1[CH:19]=[O:20]. (6) The product is: [CH3:1][C:2]1[CH:3]=[CH:4][C:5]([C:11]2[N:12]([CH3:13])[CH:14]=[N:15][CH:16]=2)=[C:6]([CH:10]=1)[C:7]([OH:9])=[O:8]. Given the reactants [CH3:1][C:2]1[CH:3]=[CH:4][C:5]([C:11]2[CH:16]=[N:15][CH:14]=[CH:13][N:12]=2)=[C:6]([CH:10]=1)[C:7]([OH:9])=[O:8].BrC1N(C)C=NC=1, predict the reaction product. (7) Given the reactants [CH3:1]N.[CH3:3][N:4]1[C:9]2[CH:10]=[CH:11][C:12]([N:14]3[CH2:18][C@H:17]([C:19]([NH2:21])=[O:20])[O:16][C:15]3=[O:22])=[CH:13][C:8]=2[CH2:7][O:6][C:5]1=[O:23], predict the reaction product. The product is: [CH3:1][NH:21][C:19]([C@@H:17]1[O:16][C:15](=[O:22])[N:14]([C:12]2[CH:11]=[CH:10][C:9]3[N:4]([CH3:3])[C:5](=[O:23])[O:6][CH2:7][C:8]=3[CH:13]=2)[CH2:18]1)=[O:20].